This data is from Experimentally validated miRNA-target interactions with 360,000+ pairs, plus equal number of negative samples. The task is: Binary Classification. Given a miRNA mature sequence and a target amino acid sequence, predict their likelihood of interaction. The miRNA is mmu-miR-344e-3p with sequence GAUAUAACCAAAGCCUGACUAU. The protein sequence of the target gene is MNSDQDVALKLAQERAEIVAKYDRGREGAEIEPWEDADYLVYKVTDRFGFLHEEELPYHNAAADRQKQLEIERTSKWLKMLKKWERYKNTEKFHRRIYKGIPLQLRGEVWALLLEIPKMKEETRDLYSKLKHRARGCSPDIRQIDLDVNRTFRDHIMFRDRYGVKQQSLFHVLAAYSIYNTEVGYCQGMSQITALLLMYMNEEDAFWALVKLFSGPKHAMHGFFVQGFPKLLRFQEHHEKILNKFLSKLKQHLDSQEIYTSFYTMKWFFQCFLDRTPFRLNLRIWDIYIFEGERVLTAMS.... Result: 1 (interaction).